From a dataset of Reaction yield outcomes from USPTO patents with 853,638 reactions. Predict the reaction yield, written as a fraction of the theoretical maximum amount of product (1.0 means a 100% yield; for example, 0.34 means a 34% yield). (1) The reactants are C(C1C2C(=NC=CC=2C2C=NC3C(C=2)=CC=CC=3)N(C2C(NCCN3CC[O:37]CC3)=C(C=CC=2)C#N)N=1)(C)C.O1CCN(CCN)CC1.[CH:49]([C:52]1[C:60]2[C:55](=[N:56][CH:57]=[CH:58][C:59]=2[C:61]2[CH:62]=[N:63][C:64]3[C:69]([CH:70]=2)=[CH:68][CH:67]=[CH:66][CH:65]=3)[N:54]([C:71]2[CH:78]=[CH:77][C:74]([C:75]#[N:76])=[C:73]([NH:79][CH2:80][CH2:81][N:82]3[CH2:87][CH2:86][O:85][CH2:84][CH2:83]3)[CH:72]=2)[N:53]=1)([CH3:51])[CH3:50]. No catalyst specified. The product is [CH:49]([C:52]1[C:60]2[C:55](=[N:56][CH:57]=[CH:58][C:59]=2[C:61]2[CH:62]=[N:63][C:64]3[C:69]([CH:70]=2)=[CH:68][CH:67]=[CH:66][CH:65]=3)[N:54]([C:71]2[CH:78]=[CH:77][C:74]([C:75]([NH2:76])=[O:37])=[C:73]([NH:79][CH2:80][CH2:81][N:82]3[CH2:83][CH2:84][O:85][CH2:86][CH2:87]3)[CH:72]=2)[N:53]=1)([CH3:51])[CH3:50]. The yield is 0.430. (2) The reactants are [CH2:1]([O:8][C:9]([N:11]1[CH2:16][CH2:15][CH:14]([C:17]([OH:19])=O)[CH2:13][CH2:12]1)=[O:10])[C:2]1[CH:7]=[CH:6][CH:5]=[CH:4][CH:3]=1.C(Cl)(=O)C([Cl:23])=O. The catalyst is C(Cl)Cl.CN(C=O)C. The product is [Cl:23][C:17]([CH:14]1[CH2:15][CH2:16][N:11]([C:9]([O:8][CH2:1][C:2]2[CH:7]=[CH:6][CH:5]=[CH:4][CH:3]=2)=[O:10])[CH2:12][CH2:13]1)=[O:19]. The yield is 0.810. (3) The reactants are [S:1]1[C:5]2[CH:6]=[CH:7][CH:8]=[CH:9][C:4]=2[C:3]([C:10]([OH:12])=O)=[N:2]1.C(N(CC)C(C)C)(C)C.Cl.Cl.[CH3:24][N:25]1[CH:30]2[CH2:31][CH2:32][CH:26]1[CH2:27][CH:28]([NH2:33])[CH2:29]2.CN(C(ON1N=NC2C=CC=NC1=2)=[N+](C)C)C.F[P-](F)(F)(F)(F)F. The catalyst is O1CCCC1.CN(C)C=O. The product is [CH3:24][N:25]1[CH:30]2[CH2:31][CH2:32][CH:26]1[CH2:27][CH:28]([NH:33][C:10]([C:3]1[C:4]3[CH:9]=[CH:8][CH:7]=[CH:6][C:5]=3[S:1][N:2]=1)=[O:12])[CH2:29]2. The yield is 0.200. (4) The reactants are [C:1]([NH2:9])([CH2:4][C:5]([CH3:8])([CH3:7])[CH3:6])([CH3:3])[CH3:2].C([O:12][C:13](=[O:29])[C:14]([C:19](=[O:28])[C:20]1[C:25](Cl)=[CH:24][C:23](Cl)=[N:22][CH:21]=1)=[CH:15]N(C)C)C.[CH3:30][O-:31].[Na+]. The product is [CH3:30][O:31][C:23]1[CH:24]=[C:25]2[C:20]([C:19](=[O:28])[C:14]([C:13]([OH:12])=[O:29])=[CH:15][N:9]2[C:1]([CH2:4][C:5]([CH3:8])([CH3:7])[CH3:6])([CH3:3])[CH3:2])=[CH:21][N:22]=1. The catalyst is CO. The yield is 0.770. (5) The reactants are [NH2:1][C:2]1[N:3]=[C:4]2[CH:9]=[CH:8][C:7]([O:10][C:11]3[CH:12]=[C:13]([NH:17][C:18](=[O:30])[C:19]4[CH:24]=[CH:23][CH:22]=[C:21]([C:25]5([C:28]#[N:29])[CH2:27][CH2:26]5)[CH:20]=4)[CH:14]=[CH:15][CH:16]=3)=[N:6][N:5]2[CH:31]=1.[N:32]1[CH:37]=[C:36]([C:38](O)=[O:39])[CH:35]=[N:34][CH:33]=1.Cl.CN(C)CCCN=C=NCC.ON1C2C=CC=CC=2N=N1.C(N(CC)CC)C. The yield is 0.260. The catalyst is CN(C)C=O. The product is [C:28]([C:25]1([C:21]2[CH:20]=[C:19]([CH:24]=[CH:23][CH:22]=2)[C:18]([NH:17][C:13]2[CH:12]=[C:11]([CH:16]=[CH:15][CH:14]=2)[O:10][C:7]2[CH:8]=[CH:9][C:4]3[N:5]([CH:31]=[C:2]([NH:1][C:38]([C:36]4[CH:37]=[N:32][CH:33]=[N:34][CH:35]=4)=[O:39])[N:3]=3)[N:6]=2)=[O:30])[CH2:27][CH2:26]1)#[N:29]. (6) The reactants are [ClH:1].CCOCC.C(OC(=O)[NH:13][CH2:14][C:15]1[CH:23]=[CH:22][CH:21]=[C:20]2[C:16]=1[C:17](=[O:34])[N:18]([C:25]1([CH3:33])[CH2:30][CH2:29][C:28](=[O:31])[NH:27][C:26]1=[O:32])[C:19]2=[O:24])(C)(C)C. The catalyst is C(OCC)(=O)C. The product is [ClH:1].[NH2:13][CH2:14][C:15]1[CH:23]=[CH:22][CH:21]=[C:20]2[C:16]=1[C:17](=[O:34])[N:18]([C:25]1([CH3:33])[CH2:30][CH2:29][C:28](=[O:31])[NH:27][C:26]1=[O:32])[C:19]2=[O:24]. The yield is 0.800. (7) The reactants are [CH3:1][O:2][C:3]([C:5]1[CH:6]=[C:7]2[C:12](=[CH:13][CH:14]=1)[NH:11][CH:10]([C:15]1[CH:16]=[C:17]([CH:21]=[CH:22][CH:23]=1)[C:18]([OH:20])=O)[C:9]([CH3:25])([CH3:24])[CH2:8]2)=[O:4].[C:26]([N:33]1[CH:37]=[CH:36][N:35]=[CH:34]1)([N:28]1C=CN=C1)=O.N1C=CN=CC=1N.N12CCCN=C1CCCCC2. The catalyst is O1CCCC1.C(OCC)(=O)C.ClCCl. The product is [CH3:24][C:9]1([CH3:25])[CH2:8][C:7]2[C:12](=[CH:13][CH:14]=[C:5]([C:3]([O:2][CH3:1])=[O:4])[CH:6]=2)[NH:11][CH:10]1[C:15]1[CH:23]=[CH:22][CH:21]=[C:17]([C:18](=[O:20])[NH:28][C:26]2[CH:34]=[N:35][CH:36]=[CH:37][N:33]=2)[CH:16]=1. The yield is 0.475.